Dataset: hERG Central: cardiac toxicity at 1µM, 10µM, and general inhibition. Task: Predict hERG channel inhibition at various concentrations. (1) The compound is Cl.O=C(COc1ccc(Br)cc1CNCCc1ccccc1)NCc1ccccc1. Results: hERG_inhib (hERG inhibition (general)): blocker. (2) The molecule is Cc1ccc(N/C(N)=N/c2nc(C)cc(C)n2)cc1. Results: hERG_inhib (hERG inhibition (general)): blocker. (3) The drug is O=C(Cc1ccc(Cl)cc1Cl)OCC(=O)N1CCN(C(=O)c2ccco2)CC1. Results: hERG_inhib (hERG inhibition (general)): blocker. (4) The compound is CC[N+](C)(C)CCN(Cc1ccc(Cl)cc1)c1ccccn1.[Br-]. Results: hERG_inhib (hERG inhibition (general)): blocker. (5) The compound is C(=N/Nc1nc(-c2ccccc2)cs1)\c1cccnc1. Results: hERG_inhib (hERG inhibition (general)): blocker.